Predict the reactants needed to synthesize the given product. From a dataset of Full USPTO retrosynthesis dataset with 1.9M reactions from patents (1976-2016). (1) Given the product [CH3:1][S:2][C:3]1[CH:4]=[CH:5][C:6]([CH2:9][C:10](=[O:14])[C:11]([O:13][CH3:16])=[O:12])=[CH:7][CH:8]=1, predict the reactants needed to synthesize it. The reactants are: [CH3:1][S:2][C:3]1[CH:8]=[CH:7][C:6]([CH2:9][C:10](=[O:14])[C:11]([OH:13])=[O:12])=[CH:5][CH:4]=1.N12CCCN=C1CCCC[CH2:16]2.IC.Cl. (2) Given the product [CH2:16]1[C:17]2([CH2:24][CH2:23][CH2:22][CH2:21][CH2:20]2)[CH2:18][CH2:19][CH:15]1[NH:14][C:11]([C:2]1[CH:3]=[N:4][C:5]2[C:10](=[CH:9][CH:8]=[CH:7][CH:6]=2)[N:1]=1)=[O:12], predict the reactants needed to synthesize it. The reactants are: [N:1]1[C:10]2[C:5](=[CH:6][CH:7]=[CH:8][CH:9]=2)[N:4]=[CH:3][C:2]=1[C:11](Cl)=[O:12].[NH2:14][CH:15]1[CH2:19][CH2:18][C:17]2([CH2:24][CH2:23][CH2:22][CH2:21][CH2:20]2)[CH2:16]1.N1C=CC=CC=1. (3) Given the product [CH3:1][O:2][C:3](=[O:15])[C:4]1[CH:5]=[C:6]([C:13]#[N:14])[CH:7]=[C:8]([NH2:10])[CH:9]=1, predict the reactants needed to synthesize it. The reactants are: [CH3:1][O:2][C:3](=[O:15])[C:4]1[CH:9]=[C:8]([N+:10]([O-])=O)[CH:7]=[C:6]([C:13]#[N:14])[CH:5]=1.Cl[Sn]Cl. (4) Given the product [CH2:18]([N:3]1[C:2](=[O:1])[C:11]2[C:6](=[CH:7][C:8]([O:16][CH3:17])=[C:9]([O:12][C:13](=[O:15])[CH3:14])[CH:10]=2)[N:5]=[CH:4]1)[C:19]1[CH:24]=[CH:23][CH:22]=[CH:21][CH:20]=1, predict the reactants needed to synthesize it. The reactants are: [O:1]=[C:2]1[C:11]2[C:6](=[CH:7][C:8]([O:16][CH3:17])=[C:9]([O:12][C:13](=[O:15])[CH3:14])[CH:10]=2)[N:5]=[CH:4][NH:3]1.[CH2:18](Br)[C:19]1[CH:24]=[CH:23][CH:22]=[CH:21][CH:20]=1.C(=O)([O-])[O-].[K+].[K+].O.